This data is from Human Reference Interactome with 51,813 positive PPI pairs across 8,248 proteins, plus equal number of experimentally-validated negative pairs. The task is: Binary Classification. Given two protein amino acid sequences, predict whether they physically interact or not. Protein 1 (ENSG00000152359) has sequence MSSDEEKYSLPVVQNDSSRGSSVSSNLQEEYEELLHYAIVTPNIEPCASQSSHPKGELVPDVRISTIHDILHSQGNNSEVRETAIEVGKGCDFHISSHSKTDESSPVLSPRKPSHPVMDFFSSHLLADSSSPATNSSHTDAHEILVSDFLVSDENLQKMENVLDLWSSGLKTNIISELSKWRLNFIDWHRMEMRKEKEKHAAHLKQLCNQINELKELQKTFEISIGRKDEVISSLSHAIGKQKEKIELMRTFFHWRIGHVRARQDVYEGKLADQYYQRTLLKKVWKVWRSVVQKQWKDVV.... Protein 2 (ENSG00000106367) has sequence MMRFMLLFSRQGKLRLQKWYLATSDKERKKMVRELMQVVLARKPKMCSFLEWRDLKVVYKRYASLYFCCAIEGQDNELITLELIHRYVELLDKYFGSVCELDIIFNFEKAYFILDEFLMGGDVQDTSKKSVLKAIEQADLLQEEDESPRSVLEEMGLA*XAKREGRGKRGAWAAPAGVLGGRPRGEPPCLPSGPQRPPLPRRMRFMLLFSRQGKLRLQKWYLATSDKERKKMVRELMQVVLARKPKMCSFLEWRDLKVVYKRYASLYFCCAIEGQDNELITLELIHRYVELLDKYFGSVC.... Result: 0 (the proteins do not interact).